This data is from Forward reaction prediction with 1.9M reactions from USPTO patents (1976-2016). The task is: Predict the product of the given reaction. Given the reactants [Br:1][C:2]1[CH:7]=[CH:6][C:5]([C:8]2[O:12][N:11]=[C:10]([CH3:13])[C:9]=2[C:14](Cl)=[O:15])=[CH:4][CH:3]=1.[CH3:17][Si](C=[N+]=[N-])(C)C.[BrH:24], predict the reaction product. The product is: [Br:24][CH2:17][C:14]([C:9]1[C:10]([CH3:13])=[N:11][O:12][C:8]=1[C:5]1[CH:6]=[CH:7][C:2]([Br:1])=[CH:3][CH:4]=1)=[O:15].